This data is from Peptide-MHC class II binding affinity with 134,281 pairs from IEDB. The task is: Regression. Given a peptide amino acid sequence and an MHC pseudo amino acid sequence, predict their binding affinity value. This is MHC class II binding data. The peptide sequence is DKWLDAKSTWYGKPT. The MHC is HLA-DQA10102-DQB10602 with pseudo-sequence HLA-DQA10102-DQB10602. The binding affinity (normalized) is 0.0263.